This data is from Forward reaction prediction with 1.9M reactions from USPTO patents (1976-2016). The task is: Predict the product of the given reaction. The product is: [Cl:30][C:22]1[N:21]=[C:20]2[C:25]([C:26](=[O:28])[CH:27]=[C:18]([N:11]([C:12]3[CH:13]=[CH:14][CH:15]=[CH:16][CH:17]=3)[C:9]([NH:8][C:5]3[CH:6]=[CH:7][C:2]([F:1])=[CH:3][CH:4]=3)=[O:10])[N:19]2[C:31]2[CH:32]=[CH:33][CH:34]=[CH:35][CH:36]=2)=[C:24]([CH3:29])[CH:23]=1. Given the reactants [F:1][C:2]1[CH:7]=[CH:6][C:5]([N:8]=[C:9]=[O:10])=[CH:4][CH:3]=1.[NH:11]([C:18]1[N:19]([C:31]2[CH:36]=[CH:35][CH:34]=[CH:33][CH:32]=2)[C:20]2[C:25]([C:26](=[O:28])[CH:27]=1)=[C:24]([CH3:29])[CH:23]=[C:22]([Cl:30])[N:21]=2)[C:12]1[CH:17]=[CH:16][CH:15]=[CH:14][CH:13]=1, predict the reaction product.